Task: Predict the reaction yield, written as a fraction of the theoretical maximum amount of product (1.0 means a 100% yield; for example, 0.34 means a 34% yield).. Dataset: Reaction yield outcomes from USPTO patents with 853,638 reactions (1) The reactants are [Br:1][C:2]1[CH:3]=[CH:4][C:5]([F:16])=[C:6]2[C:11]=1[N:10]=[C:9]([CH:12]=[CH:13]OC)[CH:8]=[CH:7]2.BrN1C(=O)CCC1=O.[CH3:25][O:26][CH2:27][CH2:28][O:29][C:30]1[CH:35]=[CH:34][N:33]=[C:32]([NH2:36])[CH:31]=1. The product is [Br:1][C:2]1[CH:3]=[CH:4][C:5]([F:16])=[C:6]2[C:11]=1[N:10]=[C:9]([C:12]1[N:33]3[CH:34]=[CH:35][C:30]([O:29][CH2:28][CH2:27][O:26][CH3:25])=[CH:31][C:32]3=[N:36][CH:13]=1)[CH:8]=[CH:7]2. The catalyst is C1COCC1.O. The yield is 0.210. (2) The reactants are [F:1][C:2]1[CH:3]=[C:4]([N+:9]([O-:11])=[O:10])[CH:5]=[CH:6][C:7]=1F.[CH:12]1([C:18]2[CH:23]=[CH:22][C:21]([OH:24])=[CH:20][CH:19]=2)[CH2:17][CH2:16][CH2:15][CH2:14][CH2:13]1.C([O-])([O-])=O.[K+].[K+]. The catalyst is CS(C)=O. The product is [CH:12]1([C:18]2[CH:19]=[CH:20][C:21]([O:24][C:7]3[CH:6]=[CH:5][C:4]([N+:9]([O-:11])=[O:10])=[CH:3][C:2]=3[F:1])=[CH:22][CH:23]=2)[CH2:13][CH2:14][CH2:15][CH2:16][CH2:17]1. The yield is 0.990. (3) The reactants are S(=O)(=O)(O)O.[CH3:6][NH:7][C:8]1[N:13]=[C:12]([CH2:14][CH2:15][O:16][C:17]2[CH:18]=[C:19]([CH:31]=[CH:32][CH:33]=2)[O:20][CH2:21][C:22](=O)[CH2:23][CH2:24][C:25]([O:27][CH2:28][CH3:29])=[O:26])[CH:11]=[CH:10][CH:9]=1.C(=O)([O-])O.[Na+]. No catalyst specified. The product is [CH3:6][NH:7][C:8]1[N:13]=[C:12]([CH2:14][CH2:15][O:16][C:17]2[CH:33]=[CH:32][C:31]3[C:22]([CH2:23][CH2:24][C:25]([O:27][CH2:28][CH3:29])=[O:26])=[CH:21][O:20][C:19]=3[CH:18]=2)[CH:11]=[CH:10][CH:9]=1. The yield is 0.570. (4) The reactants are [NH:1]([C:36]([O:38][C:39]([CH3:42])([CH3:41])[CH3:40])=[O:37])[C@H:2]([C:17]([N:19]1[CH2:35][CH2:34][CH2:33][C@H:20]1[C:21]([NH:23][CH2:24][CH2:25][CH2:26][C:27]1[CH:32]=[CH:31][CH:30]=[CH:29][CH:28]=1)=[O:22])=[O:18])[CH2:3][CH2:4][CH2:5][NH:6]C(OCC1C=CC=CC=1)=O.C(O)(C(F)(F)F)=O.[H][H]. The catalyst is CO.[Pd]. The product is [NH:1]([C:36]([O:38][C:39]([CH3:42])([CH3:41])[CH3:40])=[O:37])[C@H:2]([C:17]([N:19]1[CH2:35][CH2:34][CH2:33][C@H:20]1[C:21]([NH:23][CH2:24][CH2:25][CH2:26][C:27]1[CH:32]=[CH:31][CH:30]=[CH:29][CH:28]=1)=[O:22])=[O:18])[CH2:3][CH2:4][CH2:5][NH2:6]. The yield is 1.00. (5) The reactants are [C:1]([CH:4]1[CH2:8][CH2:7][CH2:6][C:5]1=[O:9])(=[O:3])[CH3:2].[N:10]([C:18]([O:20][CH:21]([CH3:23])[CH3:22])=[O:19])=[N:11][C:12]([O:14][CH:15]([CH3:17])[CH3:16])=[O:13]. The catalyst is C1(C)C=CC=CC=1. The product is [CH:15]([O:14][C:12]([N:11]([C:4]1([C:1](=[O:3])[CH3:2])[CH2:8][CH2:7][CH2:6][C:5]1=[O:9])[NH:10][C:18]([O:20][CH:21]([CH3:23])[CH3:22])=[O:19])=[O:13])([CH3:17])[CH3:16]. The yield is 0.970. (6) The reactants are [CH3:1][C:2]1[CH:7]=[CH:6][CH:5]=[C:4]([OH:8])[C:3]=1[OH:9].O=P12OP3(OP(OP(O3)(O1)=O)(=O)O2)=O.[CH3:24][C:25](=O)[CH2:26][CH3:27]. The catalyst is C1(C)C=CC=CC=1. The product is [CH2:25]([C:26]1([CH3:27])[O:8][C:4]2[CH:5]=[CH:6][CH:7]=[C:2]([CH3:1])[C:3]=2[O:9]1)[CH3:24]. The yield is 0.910. (7) The reactants are [CH3:1][C:2]1[C:6]([C:7]2[CH:16]=[C:15]3[C:10]([C:11]([NH:18][C@@H:19]([C:21]4[CH:26]=[CH:25][CH:24]=[CH:23][CH:22]=4)[CH3:20])=[C:12]([NH2:17])[CH:13]=[N:14]3)=[CH:9][C:8]=2[O:27][CH3:28])=[C:5]([CH3:29])[O:4][N:3]=1.CC(O)=O.[N:34]([O-])=O.[Na+].C(=O)([O-])O.[Na+]. The catalyst is C(Cl)Cl.O. The product is [CH3:1][C:2]1[C:6]([C:7]2[C:8]([O:27][CH3:28])=[CH:9][C:10]3[C:11]4[N:18]([C@@H:19]([C:21]5[CH:26]=[CH:25][CH:24]=[CH:23][CH:22]=5)[CH3:20])[N:34]=[N:17][C:12]=4[CH:13]=[N:14][C:15]=3[CH:16]=2)=[C:5]([CH3:29])[O:4][N:3]=1. The yield is 0.875. (8) The reactants are [CH3:1][O:2][C:3]([C:5]1[CH:10]=[C:9]([O:11][C:12]2[CH:17]=[CH:16][C:15]([NH2:18])=[CH:14][C:13]=2[F:19])[CH:8]=[CH:7][N:6]=1)=[O:4].C(=O)([O-])O.[Na+].Cl[C:26]([O:28][CH2:29][C:30]1[CH:35]=[CH:34][CH:33]=[CH:32][CH:31]=1)=[O:27]. The catalyst is CC(C)=O.O. The product is [CH3:1][O:2][C:3]([C:5]1[CH:10]=[C:9]([O:11][C:12]2[CH:17]=[CH:16][C:15]([NH:18][C:26]([O:28][CH2:29][C:30]3[CH:35]=[CH:34][CH:33]=[CH:32][CH:31]=3)=[O:27])=[CH:14][C:13]=2[F:19])[CH:8]=[CH:7][N:6]=1)=[O:4]. The yield is 0.706.